Dataset: Catalyst prediction with 721,799 reactions and 888 catalyst types from USPTO. Task: Predict which catalyst facilitates the given reaction. Reactant: [Cl:1][CH2:2][CH2:3][N:4]([CH2:17][CH2:18][Cl:19])[CH2:5][CH2:6][O:7][C:8]1[CH:13]=[CH:12][CH:11]=[C:10]([N+:14]([O-])=O)[CH:9]=1.Cl[Sn]Cl.O.[NH4+].[OH-]. Product: [Cl:1][CH2:2][CH2:3][N:4]([CH2:5][CH2:6][O:7][C:8]1[CH:9]=[C:10]([CH:11]=[CH:12][CH:13]=1)[NH2:14])[CH2:17][CH2:18][Cl:19]. The catalyst class is: 33.